Dataset: Full USPTO retrosynthesis dataset with 1.9M reactions from patents (1976-2016). Task: Predict the reactants needed to synthesize the given product. (1) Given the product [F:55][C:56]1[CH:61]=[CH:60][C:59]([C:62]([F:63])([F:64])[F:65])=[CH:58][C:57]=1[CH2:66][NH:67][C:8](=[O:10])[C@H:7]([C:1]1[CH:2]=[CH:3][CH:4]=[CH:5][CH:6]=1)[CH2:11][CH3:12], predict the reactants needed to synthesize it. The reactants are: [C:1]1([C@H:7]([CH2:11][CH3:12])[C:8]([OH:10])=O)[CH:6]=[CH:5][CH:4]=[CH:3][CH:2]=1.C(N(C(C)C)CC)(C)C.F[P-](F)(F)(F)(F)F.N1(O[P+](N2CCCC2)(N2CCCC2)N2CCCC2)C2C=CC=CC=2N=N1.[F:55][C:56]1[CH:61]=[CH:60][C:59]([C:62]([F:65])([F:64])[F:63])=[CH:58][C:57]=1[CH2:66][NH2:67]. (2) Given the product [F:16][C:15]([F:18])([F:17])[C@@H:14]1[NH:13][CH2:12][C:11]2[CH:10]=[CH:9][C:4]([C:5]([O:7][CH3:8])=[O:6])=[CH:3][C:2]=2[O:20][CH2:19]1, predict the reactants needed to synthesize it. The reactants are: Br[C:2]1[CH:3]=[C:4]([CH:9]=[CH:10][C:11]=1[CH2:12][NH:13][C@H:14]([CH2:19][OH:20])[C:15]([F:18])([F:17])[F:16])[C:5]([O:7][CH3:8])=[O:6].C([O-])([O-])=O.[K+].[K+].